Dataset: Catalyst prediction with 721,799 reactions and 888 catalyst types from USPTO. Task: Predict which catalyst facilitates the given reaction. Reactant: Cl[C:2]1[N:7]=[C:6]([Cl:8])[CH:5]=[CH:4][N:3]=1.[N:9]1([C:15]([O:17][C:18]([CH3:21])([CH3:20])[CH3:19])=[O:16])[CH2:14][CH2:13][NH:12][CH2:11][CH2:10]1.C(=O)([O-])O.[Na+]. Product: [Cl:8][C:6]1[CH:5]=[CH:4][N:3]=[C:2]([N:12]2[CH2:11][CH2:10][N:9]([C:15]([O:17][C:18]([CH3:21])([CH3:20])[CH3:19])=[O:16])[CH2:14][CH2:13]2)[N:7]=1. The catalyst class is: 8.